This data is from Full USPTO retrosynthesis dataset with 1.9M reactions from patents (1976-2016). The task is: Predict the reactants needed to synthesize the given product. Given the product [OH:29][C@H:22]([C:23]1[CH:28]=[CH:27][CH:26]=[CH:25][CH:24]=1)[CH2:21][NH:1][C:2]1[CH:7]=[CH:6][C:5]([CH2:8][CH2:9][NH2:10])=[CH:4][CH:3]=1, predict the reactants needed to synthesize it. The reactants are: [NH2:1][C:2]1[CH:7]=[CH:6][C:5]([CH2:8][CH2:9][NH2:10])=[CH:4][CH:3]=1.C[Si]([N-][Si](C)(C)C)(C)C.[Na+].[CH2:21]1[O:29][C@@H:22]1[C:23]1[CH:28]=[CH:27][CH:26]=[CH:25][CH:24]=1.Cl.C(OC(C)C)(=O)C.[OH-].[Na+].